From a dataset of Catalyst prediction with 721,799 reactions and 888 catalyst types from USPTO. Predict which catalyst facilitates the given reaction. (1) The catalyst class is: 80. Product: [Cl:11][C:12]1[CH:28]=[C:27]([Cl:29])[CH:26]=[CH:25][C:13]=1[CH2:14][NH:15][C:16](=[O:24])[C:17]1[CH:18]=[CH:19][N:20]=[C:21]([O:10][C:7]2[CH:8]=[CH:9][C:4]([F:3])=[CH:5][CH:6]=2)[CH:22]=1. Reactant: [H-].[Na+].[F:3][C:4]1[CH:9]=[CH:8][C:7]([OH:10])=[CH:6][CH:5]=1.[Cl:11][C:12]1[CH:28]=[C:27]([Cl:29])[CH:26]=[CH:25][C:13]=1[CH2:14][NH:15][C:16](=[O:24])[C:17]1[CH:22]=[CH:21][N:20]=[C:19](F)[CH:18]=1. (2) Reactant: Cl[C:2]1[C:7]([N+:8]([O-:10])=[O:9])=[C:6]([CH3:11])[CH:5]=[CH:4][N:3]=1.[C:12](B1OC(C)(C)C(C)(C)O1)([CH3:14])=[CH2:13].C(=O)([O-])[O-].[Cs+].[Cs+].C([O-])(O)=O.[Na+]. Product: [C:12]([C:2]1[C:7]([N+:8]([O-:10])=[O:9])=[C:6]([CH3:11])[CH:5]=[CH:4][N:3]=1)([CH3:14])=[CH2:13]. The catalyst class is: 235. (3) Reactant: CC(C)([O-])C.[K+].[CH2:7]([OH:16])[CH2:8][O:9][CH2:10][CH2:11][O:12][CH2:13][CH2:14][OH:15].[Br:17][C:18]1[CH:19]=[C:20]2[C:25](=[CH:26][CH:27]=1)[N:24]=[C:23](O)[CH:22]=[CH:21]2.ClCCl. Product: [Br:17][C:18]1[CH:19]=[C:20]2[C:25](=[CH:26][CH:27]=1)[N:24]=[C:23]([O:16][CH2:7][CH2:8][O:9][CH2:10][CH2:11][O:12][CH2:13][CH2:14][OH:15])[CH:22]=[CH:21]2. The catalyst class is: 47. (4) Reactant: C[O:2][C:3]([C:5]1[CH:10]=[CH:9][CH:8]=[C:7]([NH2:11])[N:6]=1)=O.[H-].[H-].[H-].[H-].[Li+].[Al+3]. Product: [NH2:11][C:7]1[N:6]=[C:5]([CH2:3][OH:2])[CH:10]=[CH:9][CH:8]=1. The catalyst class is: 1.